This data is from Catalyst prediction with 721,799 reactions and 888 catalyst types from USPTO. The task is: Predict which catalyst facilitates the given reaction. (1) Reactant: [Cl:1][C:2]1[CH:3]=[C:4]([S:9]([NH2:12])(=[O:11])=[O:10])[CH:5]=[CH:6][C:7]=1F.[NH2:13][NH2:14]. Product: [Cl:1][C:2]1[CH:3]=[C:4]([S:9]([NH2:12])(=[O:11])=[O:10])[CH:5]=[CH:6][C:7]=1[NH:13][NH2:14]. The catalyst class is: 10. (2) Reactant: [C:1]([O:4][CH2:5][C:6]1[C:11]([N:12]2[CH2:24][CH2:23][C:22]3[N:21]4[C:16]([CH2:17][CH2:18][CH2:19][CH2:20]4)=[CH:15][C:14]=3[C:13]2=[O:25])=[CH:10][C:9]([F:26])=[CH:8][C:7]=1Br)(=[O:3])[CH3:2].[CH2:28]([C@H:30]1[CH2:35][N:34]([CH:36]2[CH2:39][O:38][CH2:37]2)[CH2:33][CH2:32][N:31]1[C:40]1[CH:41]=[CH:42][C:43]([NH:46][C:47]2[C:48](=[O:63])[N:49]([CH3:62])[CH:50]=[C:51](B3OC(C)(C)C(C)(C)O3)[CH:52]=2)=[N:44][CH:45]=1)[CH3:29].[O-]P([O-])([O-])=O.[K+].[K+].[K+].C([O-])(=O)C.[Na+]. Product: [C:1]([O:4][CH2:5][C:6]1[C:11]([N:12]2[CH2:24][CH2:23][C:22]3[N:21]4[C:16]([CH2:17][CH2:18][CH2:19][CH2:20]4)=[CH:15][C:14]=3[C:13]2=[O:25])=[CH:10][C:9]([F:26])=[CH:8][C:7]=1[C:51]1[CH:52]=[C:47]([NH:46][C:43]2[CH:42]=[CH:41][C:40]([N:31]3[CH2:32][CH2:33][N:34]([CH:36]4[CH2:37][O:38][CH2:39]4)[CH2:35][CH:30]3[CH2:28][CH3:29])=[CH:45][N:44]=2)[C:48](=[O:63])[N:49]([CH3:62])[CH:50]=1)(=[O:3])[CH3:2]. The catalyst class is: 543. (3) Reactant: [CH3:1][C:2]1[CH:22]=[CH:21][C:5]2[N:6]([CH2:17][CH2:18][CH:19]=[O:20])[C:7](=[O:16])[CH:8]([C:10]3[CH:15]=[CH:14][CH:13]=[CH:12][CH:11]=3)[O:9][C:4]=2[CH:3]=1.CC(=CC)C.P([O-])(O)(O)=[O:29].[Na+].Cl([O-])=O.[Na+].Cl. Product: [CH3:1][C:2]1[CH:22]=[CH:21][C:5]2[N:6]([CH2:17][CH2:18][C:19]([OH:29])=[O:20])[C:7](=[O:16])[CH:8]([C:10]3[CH:15]=[CH:14][CH:13]=[CH:12][CH:11]=3)[O:9][C:4]=2[CH:3]=1. The catalyst class is: 371. (4) Reactant: [CH2:1]([NH:8][C:9]1[C:18]2[C:17]([CH3:19])=[N:16][CH:15]=[N:14][C:13]=2[N:12]([O:20][CH2:21][C:22]2[CH:27]=[CH:26][CH:25]=[CH:24][CH:23]=2)[C:11](=[O:28])[C:10]=1C(OCC)=O)[C:2]1[CH:7]=[CH:6][CH:5]=[CH:4][CH:3]=1.[OH-].[Na+]. Product: [CH2:1]([NH:8][C:9]1[C:18]2[C:17]([CH3:19])=[N:16][CH:15]=[N:14][C:13]=2[N:12]([O:20][CH2:21][C:22]2[CH:23]=[CH:24][CH:25]=[CH:26][CH:27]=2)[C:11](=[O:28])[CH:10]=1)[C:2]1[CH:7]=[CH:6][CH:5]=[CH:4][CH:3]=1. The catalyst class is: 5. (5) Reactant: Br[CH2:2][CH2:3][CH2:4][CH:5]([CH3:7])[CH3:6].[C:8]1(=[O:18])[NH:12][C:11](=[O:13])[C:10]2=[CH:14][CH:15]=[CH:16][CH:17]=[C:9]12.[K].C(Cl)(Cl)Cl.O. Product: [CH3:6][CH:5]([CH3:7])[CH2:4][CH2:3][CH2:2][N:12]1[C:8](=[O:18])[C:9]2[C:10](=[CH:14][CH:15]=[CH:16][CH:17]=2)[C:11]1=[O:13]. The catalyst class is: 3.